This data is from Human liver microsome stability data. The task is: Regression/Classification. Given a drug SMILES string, predict its absorption, distribution, metabolism, or excretion properties. Task type varies by dataset: regression for continuous measurements (e.g., permeability, clearance, half-life) or binary classification for categorical outcomes (e.g., BBB penetration, CYP inhibition). Dataset: hlm. (1) The drug is COc1cccc(CN2C(=O)C(C3=NS(=O)(=O)c4cc(NS(C)(=O)=O)ccc4N3)=C(O)[C@@H]3C4CCC(CC4)[C@@H]32)c1. The result is 0 (unstable in human liver microsomes). (2) The drug is Fc1ccc(C(Cc2ccccc2OC(F)(F)F)N2CCNCC2)cc1. The result is 0 (unstable in human liver microsomes). (3) The molecule is C=CC(=O)NCc1coc(-c2c(N)ncnc2Nc2ccc(OCc3cccc(F)c3)c(Cl)c2)n1. The result is 0 (unstable in human liver microsomes). (4) The molecule is COc1ccc2[nH]c(SCc3ccc(C)cc3)nc2c1. The result is 1 (stable in human liver microsomes). (5) The compound is COc1cccc(CN(CCN(C)C)C(=O)c2cn(C)c3cc(-c4cn[nH]c4)ccc23)c1. The result is 1 (stable in human liver microsomes). (6) The result is 0 (unstable in human liver microsomes). The compound is N#C[C@@H]1CS[C@H]2C[C@@H](NC(=O)OCc3ccccc3)C(=O)N12.